Dataset: Reaction yield outcomes from USPTO patents with 853,638 reactions. Task: Predict the reaction yield, written as a fraction of the theoretical maximum amount of product (1.0 means a 100% yield; for example, 0.34 means a 34% yield). (1) The reactants are O[CH:2]=[C:3]1[C:11]2[C:6](=[CH:7][CH:8]=[C:9]([C:12]([C:14]3[CH:19]=[CH:18][C:17]([NH:20][C:21]([C:23]4[N:24]([CH2:29][CH3:30])[N:25]=[C:26]([CH3:28])[CH:27]=4)=[O:22])=[CH:16][CH:15]=3)=[O:13])[CH:10]=2)[NH:5][C:4]1=[O:31].[NH2:32][C:33]1[CH:34]=[C:35]([OH:39])[CH:36]=[CH:37][CH:38]=1. The catalyst is C1COCC1. The product is [OH:39][C:35]1[CH:34]=[C:33]([NH:32][CH:2]=[C:3]2[C:11]3[C:6](=[CH:7][CH:8]=[C:9]([C:12]([C:14]4[CH:19]=[CH:18][C:17]([NH:20][C:21]([C:23]5[N:24]([CH2:29][CH3:30])[N:25]=[C:26]([CH3:28])[CH:27]=5)=[O:22])=[CH:16][CH:15]=4)=[O:13])[CH:10]=3)[NH:5][C:4]2=[O:31])[CH:38]=[CH:37][CH:36]=1. The yield is 0.250. (2) The product is [Cl:15][C:4]1[N:3]=[C:2]([CH3:1])[C:7]([N+:8]([O-:10])=[O:9])=[C:6]([CH3:11])[N:5]=1. The reactants are [CH3:1][C:2]1[C:7]([N+:8]([O-:10])=[O:9])=[C:6]([CH3:11])[N:5]=[C:4](O)[N:3]=1.O=P(Cl)(Cl)[Cl:15]. No catalyst specified. The yield is 0.180. (3) The reactants are [CH3:1][O:2][C:3]1[CH:4]=[C:5]([C:9](=[O:17])[CH2:10][C:11]2[CH:16]=[CH:15][N:14]=[CH:13][CH:12]=2)[CH:6]=[CH:7][CH:8]=1.C(=O)([O-])[O-].[K+].[K+].[C:24](=[S:26])=[S:25].Br[CH2:28]Br. The catalyst is CS(C)=O.O. The product is [S:25]1[CH2:28][S:26][C:24]1=[C:10]([C:11]1[CH:16]=[CH:15][N:14]=[CH:13][CH:12]=1)[C:9]([C:5]1[CH:6]=[CH:7][CH:8]=[C:3]([O:2][CH3:1])[CH:4]=1)=[O:17]. The yield is 0.830.